From a dataset of Full USPTO retrosynthesis dataset with 1.9M reactions from patents (1976-2016). Predict the reactants needed to synthesize the given product. The reactants are: ClC1C=C(C=C(Cl)N=1)C(O)=O.Cl.C(N=C=NCCCN(C)C)C.N1C=CC=CC=1.[NH2:30][CH2:31][C:32]1([C:50]2[CH:55]=[CH:54][CH:53]=[CH:52][CH:51]=2)[CH2:37][CH2:36][N:35]([CH2:38][CH2:39][C:40]2[CH:45]=[CH:44][CH:43]=[CH:42][C:41]=2[C:46]([F:49])([F:48])[F:47])[CH2:34][CH2:33]1. Given the product [C:50]1([C:32]2([C:31]#[N:30])[CH2:33][CH2:34][N:35]([CH2:38][CH2:39][C:40]3[CH:45]=[CH:44][CH:43]=[CH:42][C:41]=3[C:46]([F:47])([F:48])[F:49])[CH2:36][CH2:37]2)[CH:51]=[CH:52][CH:53]=[CH:54][CH:55]=1, predict the reactants needed to synthesize it.